Dataset: Forward reaction prediction with 1.9M reactions from USPTO patents (1976-2016). Task: Predict the product of the given reaction. (1) Given the reactants [CH3:1][O:2][C:3](=[O:23])[CH2:4][C:5]1[CH:10]=[C:9]([C:11]([F:14])([F:13])[F:12])[CH:8]=[C:7](OS(C(F)(F)F)(=O)=O)[CH:6]=1.[CH2:24]([N:26]([CH2:31][C:32]1[CH:37]=[C:36]([C:38]([F:41])([F:40])[F:39])[CH:35]=[CH:34][C:33]=1B1OC(C)(C)C(C)(C)O1)[C:27]([NH:29][CH3:30])=[O:28])[CH3:25].C(=O)([O-])[O-].[K+].[K+], predict the reaction product. The product is: [CH3:1][O:2][C:3](=[O:23])[CH2:4][C:5]1[CH:6]=[C:7]([C:33]2[CH:34]=[CH:35][C:36]([C:38]([F:41])([F:39])[F:40])=[CH:37][C:32]=2[CH2:31][N:26]([CH2:24][CH3:25])[C:27]([NH:29][CH3:30])=[O:28])[CH:8]=[C:9]([C:11]([F:12])([F:13])[F:14])[CH:10]=1. (2) Given the reactants [Br:1][C:2]1[CH:11]=[C:10]2[C:5]([N:6]=[CH:7][C:8](=O)[NH:9]2)=[CH:4][CH:3]=1.P(Cl)(Cl)([Cl:15])=O, predict the reaction product. The product is: [Br:1][C:2]1[CH:11]=[C:10]2[C:5]([N:6]=[CH:7][C:8]([Cl:15])=[N:9]2)=[CH:4][CH:3]=1. (3) Given the reactants [Cl:1][C:2]1[CH:7]=[CH:6][C:5]([C@H:8]2[C@@H:12]([C:13]3[CH:18]=[CH:17][C:16]([Cl:19])=[CH:15][CH:14]=3)[N:11]([C:20](Cl)=[O:21])[C:10]([C:23]3[CH:28]=[C:27]([C:29]([C:32]#[N:33])([CH3:31])[CH3:30])[CH:26]=[CH:25][C:24]=3[O:34][CH2:35][CH3:36])=[N:9]2)=[CH:4][CH:3]=1.[CH3:37][C:38]1[C:42]([C:43]([N:45]2[CH2:50][CH2:49][NH:48][CH2:47][CH2:46]2)=[O:44])=[C:41]([CH3:51])[O:40][N:39]=1, predict the reaction product. The product is: [Cl:1][C:2]1[CH:3]=[CH:4][C:5]([C@H:8]2[C@@H:12]([C:13]3[CH:14]=[CH:15][C:16]([Cl:19])=[CH:17][CH:18]=3)[N:11]([C:20]([N:48]3[CH2:49][CH2:50][N:45]([C:43]([C:42]4[C:38]([CH3:37])=[N:39][O:40][C:41]=4[CH3:51])=[O:44])[CH2:46][CH2:47]3)=[O:21])[C:10]([C:23]3[CH:28]=[C:27]([C:29]([CH3:30])([CH3:31])[C:32]#[N:33])[CH:26]=[CH:25][C:24]=3[O:34][CH2:35][CH3:36])=[N:9]2)=[CH:6][CH:7]=1. (4) Given the reactants F[C:2]1[CH:7]=CC(B(O)O)=[CH:4][CH:3]=1.[CH3:11][O:12][CH2:13][CH2:14][O:15][CH2:16][C:17]1[CH:22]=[CH:21][C:20](B2OC(C)(C)C(C)(C)O2)=[CH:19][CH:18]=1.N1CCC(C(OCC)=O)C[CH2:33]1.Cl.[F:44][C:45]1([C:51]([O:53]CC)=O)[CH2:50][CH2:49][NH:48][CH2:47][CH2:46]1.Cl[C:57]1[N:62]=[C:61](Cl)[CH:60]=[CH:59][N:58]=1.Cl[C:65]1[N:70]=[C:69](Cl)[C:68]([F:72])=[CH:67][N:66]=1, predict the reaction product. The product is: [F:44][C:45]1([C:51]([NH:58][C:59]2([CH3:33])[CH:3]3[CH2:4][CH2:57][N:62]([CH2:7][CH2:2]3)[CH2:61][CH2:60]2)=[O:53])[CH2:46][CH2:47][N:48]([C:65]2[N:70]=[C:69]([C:20]3[CH:19]=[CH:18][C:17]([CH2:16][O:15][CH2:14][CH2:13][O:12][CH3:11])=[CH:22][CH:21]=3)[C:68]([F:72])=[CH:67][N:66]=2)[CH2:49][CH2:50]1. (5) Given the reactants [CH2:1]([O:3][C:4]([C:6]1[N:7]=[C:8]([C:13]2[CH:18]=[CH:17][C:16]([O:19][CH3:20])=[CH:15][CH:14]=2)[O:9][C:10]=1[CH2:11][OH:12])=[O:5])[CH3:2].[O:21]1[CH:26]=[CH:25][CH2:24][CH2:23][CH2:22]1.C1(C)C=CC(S([O-])(=O)=O)=CC=1.[NH+]1C=CC=CC=1, predict the reaction product. The product is: [CH2:1]([O:3][C:4]([C:6]1[N:7]=[C:8]([C:13]2[CH:14]=[CH:15][C:16]([O:19][CH3:20])=[CH:17][CH:18]=2)[O:9][C:10]=1[CH2:11][O:12][CH:22]1[CH2:23][CH2:24][CH2:25][CH2:26][O:21]1)=[O:5])[CH3:2]. (6) Given the reactants [F:1][C:2]1[CH:7]=[CH:6][C:5]([C:8]2([C:14]3[CH:19]=[CH:18][C:17]([F:20])=[CH:16][CH:15]=3)[CH2:12][CH2:11][NH:10][C:9]2=[O:13])=[CH:4][CH:3]=1.CC(C)([O-])C.[K+].Br[CH2:28][CH2:29][N:30]1[CH2:35][CH2:34][N:33]([C:36]([O:38][C:39]([CH3:42])([CH3:41])[CH3:40])=[O:37])[CH2:32][CH2:31]1, predict the reaction product. The product is: [F:20][C:17]1[CH:18]=[CH:19][C:14]([C:8]2([C:5]3[CH:4]=[CH:3][C:2]([F:1])=[CH:7][CH:6]=3)[CH2:12][CH2:11][N:10]([CH2:28][CH2:29][N:30]3[CH2:35][CH2:34][N:33]([C:36]([O:38][C:39]([CH3:40])([CH3:42])[CH3:41])=[O:37])[CH2:32][CH2:31]3)[C:9]2=[O:13])=[CH:15][CH:16]=1. (7) Given the reactants [C:1]([O:5][C:6]([NH:8][CH2:9][CH2:10][CH2:11][CH2:12][C@H:13]([NH:17][C:18]([O:20][CH2:21][CH:22]1[C:34]2[CH:33]=[CH:32][CH:31]=[CH:30][C:29]=2[C:28]2[C:23]1=[CH:24][CH:25]=[CH:26][CH:27]=2)=[O:19])[C:14]([OH:16])=[O:15])=[O:7])([CH3:4])([CH3:3])[CH3:2].[C:35]1([CH2:41]O)[CH:40]=[CH:39][CH:38]=[CH:37][CH:36]=1.ON1C2C=CC=CC=2N=N1.Cl.C(N=C=NCCCN(C)C)C.C(N(C(C)C)C(C)C)C, predict the reaction product. The product is: [CH2:41]([O:15][C:14](=[O:16])[C@@H:13]([NH:17][C:18]([O:20][CH2:21][CH:22]1[C:34]2[CH:33]=[CH:32][CH:31]=[CH:30][C:29]=2[C:28]2[C:23]1=[CH:24][CH:25]=[CH:26][CH:27]=2)=[O:19])[CH2:12][CH2:11][CH2:10][CH2:9][NH:8][C:6]([O:5][C:1]([CH3:4])([CH3:2])[CH3:3])=[O:7])[C:35]1[CH:40]=[CH:39][CH:38]=[CH:37][CH:36]=1. (8) Given the reactants [C:1]([C:3]1[C:12]([C:13]#[N:14])=[N:11][C:10]2[C:5](=[CH:6][CH:7]=[CH:8][CH:9]=2)[N:4]=1)#[N:2].[CH3:15][O-:16].[Na+].[C:18]([OH:21])(=O)[CH3:19].[NH:22]1[C:27](=[O:28])[CH2:26][C:25](=[O:29])[N:24]2[C:30]3[CH:36]=[CH:35][CH:34]=[CH:33][C:31]=3[N:32]=[C:23]12, predict the reaction product. The product is: [NH2:2][C:1]1([CH:19]2[C:18](=[O:21])[N:24]3[C:30]4[CH:36]=[CH:35][CH:34]=[CH:33][C:31]=4[NH:32][C:23]3=[N:22][C:15]2=[O:16])[C:3]2[N:4]=[C:5]3[CH:6]=[CH:7][CH:8]=[CH:9][C:10]3=[N:11][C:12]=2[C:13](=[C:26]2[C:25](=[O:29])[N:24]3[C:30]4[CH:36]=[CH:35][CH:34]=[CH:33][C:31]=4[NH:32][C:23]3=[N:22][C:27]2=[O:28])[NH:14]1. (9) Given the reactants [CH:1]1([C:7]2([CH3:14])[C:11](=[O:12])[NH:10][N:9]=[C:8]2[CH3:13])[CH2:6][CH2:5][CH2:4][CH2:3][CH2:2]1.Br[CH2:16][C:17]([C:19]1[CH:24]=[CH:23][CH:22]=[C:21]([F:25])[CH:20]=1)=[O:18], predict the reaction product. The product is: [CH:1]1([C:7]2([CH3:14])[C:11](=[O:12])[N:10]([CH2:16][C:17]([C:19]3[CH:24]=[CH:23][CH:22]=[C:21]([F:25])[CH:20]=3)=[O:18])[N:9]=[C:8]2[CH3:13])[CH2:2][CH2:3][CH2:4][CH2:5][CH2:6]1.